Dataset: TCR-epitope binding with 47,182 pairs between 192 epitopes and 23,139 TCRs. Task: Binary Classification. Given a T-cell receptor sequence (or CDR3 region) and an epitope sequence, predict whether binding occurs between them. (1) The epitope is YIFFASFYY. The TCR CDR3 sequence is CSFRTGVDTQYF. Result: 0 (the TCR does not bind to the epitope). (2) The epitope is LLFNKVTLA. The TCR CDR3 sequence is CASSLTGETQYF. Result: 1 (the TCR binds to the epitope). (3) The epitope is ILHCANFNV. The TCR CDR3 sequence is CASVDSLNTEAFF. Result: 1 (the TCR binds to the epitope). (4) The TCR CDR3 sequence is CASSYSSGSGETQYF. Result: 1 (the TCR binds to the epitope). The epitope is KPLEFGATSAAL. (5) The epitope is MPASWVMRI. The TCR CDR3 sequence is CASRLWTAETQYF. Result: 0 (the TCR does not bind to the epitope). (6) Result: 1 (the TCR binds to the epitope). The TCR CDR3 sequence is CASSLEQSYEQYF. The epitope is LEPLVDLPI. (7) The epitope is HTDFSSEIIGY. The TCR CDR3 sequence is CASSYVGQGLGETQYF. Result: 0 (the TCR does not bind to the epitope). (8) The epitope is TPRVTGGGAM. The TCR CDR3 sequence is CSVEERVRGGEQYF. Result: 1 (the TCR binds to the epitope). (9) The epitope is SLFNTVATLY. The TCR CDR3 sequence is CASSETGTQAYEQYF. Result: 0 (the TCR does not bind to the epitope). (10) The epitope is PROT_97E67BCC. The TCR CDR3 sequence is CASSELASGTGELFF. Result: 1 (the TCR binds to the epitope).